From a dataset of Reaction yield outcomes from USPTO patents with 853,638 reactions. Predict the reaction yield, written as a fraction of the theoretical maximum amount of product (1.0 means a 100% yield; for example, 0.34 means a 34% yield). (1) The reactants are [OH:1][NH:2][C:3](=[NH:12])[O:4][C:5]1[CH:10]=[CH:9][C:8]([Cl:11])=[CH:7][CH:6]=1.CCN(C(C)C)C(C)C.[O:22]1[CH:26]=[CH:25][CH:24]=[C:23]1[C:27](Cl)=O. The catalyst is O1CCOCC1. The product is [Cl:11][C:8]1[CH:9]=[CH:10][C:5]([O:4][C:3]2[N:12]=[C:27]([C:23]3[O:22][CH:26]=[CH:25][CH:24]=3)[O:1][N:2]=2)=[CH:6][CH:7]=1. The yield is 0.500. (2) The reactants are Cl[C:2]1[N:7]=[C:6]([S:8][C:9]2[CH:10]=[C:11]([NH:15][C:16](=[O:19])[CH:17]=[CH2:18])[CH:12]=[CH:13][CH:14]=2)[CH:5]=[CH:4][N:3]=1.[O:20]1[CH2:25][CH2:24][N:23]([C:26]2[CH:32]=[CH:31][C:29]([NH2:30])=[CH:28][CH:27]=2)[CH2:22][CH2:21]1. No catalyst specified. The product is [O:20]1[CH2:21][CH2:22][N:23]([C:26]2[CH:27]=[CH:28][C:29]([NH:30][C:2]3[N:7]=[C:6]([S:8][C:9]4[CH:10]=[C:11]([NH:15][C:16](=[O:19])[CH:17]=[CH2:18])[CH:12]=[CH:13][CH:14]=4)[CH:5]=[CH:4][N:3]=3)=[CH:31][CH:32]=2)[CH2:24][CH2:25]1. The yield is 0.430. (3) The yield is 0.600. The reactants are [C:1]([O:4][C@H:5]([CH3:27])[CH2:6][CH2:7][CH2:8][CH2:9][N:10]1[C:19](=[O:20])[C:18]2[N:17]([CH2:21][O:22][CH2:23][CH3:24])[C:16](Br)=[N:15][C:14]=2[N:13]([CH3:26])[C:11]1=[O:12])(=[O:3])[CH3:2].[I-].[Na+].[C-:30]#[N:31].[K+].O. The catalyst is CS(C)=O. The product is [C:1]([O:4][C@H:5]([CH3:27])[CH2:6][CH2:7][CH2:8][CH2:9][N:10]1[C:19](=[O:20])[C:18]2[N:17]([CH2:21][O:22][CH2:23][CH3:24])[C:16]([C:30]#[N:31])=[N:15][C:14]=2[N:13]([CH3:26])[C:11]1=[O:12])(=[O:3])[CH3:2].